From a dataset of Full USPTO retrosynthesis dataset with 1.9M reactions from patents (1976-2016). Predict the reactants needed to synthesize the given product. (1) The reactants are: [NH2:1][C:2]1[N:3]=[CH:4][C:5]2[C:10]([C:11]([C:13]3[CH:14]=[N:15][CH:16]=[C:17]([NH2:19])[CH:18]=3)=[O:12])=[CH:9][N:8]([C:20]([CH3:30])([CH3:29])[CH2:21][O:22][CH:23]3[CH2:28][CH2:27][CH2:26][CH2:25][O:24]3)[C:6]=2[N:7]=1.[CH:31]1([C:34]2[N:35]=[N:36][N:37]([CH2:39][C:40](O)=[O:41])[CH:38]=2)[CH2:33][CH2:32]1. Given the product [NH2:1][C:2]1[N:3]=[CH:4][C:5]2[C:10]([C:11]([C:13]3[CH:18]=[C:17]([NH:19][C:40](=[O:41])[CH2:39][N:37]4[CH:38]=[C:34]([CH:31]5[CH2:32][CH2:33]5)[N:35]=[N:36]4)[CH:16]=[N:15][CH:14]=3)=[O:12])=[CH:9][N:8]([C:20]([CH3:30])([CH3:29])[CH2:21][O:22][CH:23]3[CH2:28][CH2:27][CH2:26][CH2:25][O:24]3)[C:6]=2[N:7]=1, predict the reactants needed to synthesize it. (2) The reactants are: [CH3:1][NH:2][CH3:3].[CH2:4]=[O:5].S1C2[CH:12]=[C:11]([C:14]([O:16][CH3:17])=O)[NH:10][C:9]=2[CH:8]=[CH:7]1.[OH-:18].[Na+].[C:20](O)(=O)C. Given the product [CH3:1][N:2]([CH2:20][C:7]1[O:5][C:4]2[CH:12]=[C:11]([C:14]([O:16][CH3:17])=[O:18])[NH:10][C:9]=2[CH:8]=1)[CH3:3], predict the reactants needed to synthesize it. (3) Given the product [F:1][C:2]1[CH:3]=[C:4]([CH:10]2[CH2:14][CH2:13][CH2:12][C:11]2=[O:15])[CH:5]=[C:6]([F:9])[C:7]=1[F:8], predict the reactants needed to synthesize it. The reactants are: [F:1][C:2]1[CH:3]=[C:4]([C@H:10]2[CH2:14][CH2:13][CH2:12][C@@H:11]2[OH:15])[CH:5]=[C:6]([F:9])[C:7]=1[F:8].CC(OI1(OC(C)=O)(OC(C)=O)OC(=O)C2C=CC=CC1=2)=O. (4) Given the product [CH2:15]([CH:22]1[CH2:27][CH2:26][N:25]([CH2:2][C:3]([NH:5][C:6]2[CH:7]=[C:8]3[C:12](=[CH:13][CH:14]=2)[NH:11][N:10]=[CH:9]3)=[O:4])[CH2:24][CH2:23]1)[C:16]1[CH:21]=[CH:20][CH:19]=[CH:18][CH:17]=1, predict the reactants needed to synthesize it. The reactants are: Cl[CH2:2][C:3]([NH:5][C:6]1[CH:7]=[C:8]2[C:12](=[CH:13][CH:14]=1)[NH:11][N:10]=[CH:9]2)=[O:4].[CH2:15]([CH:22]1[CH2:27][CH2:26][NH:25][CH2:24][CH2:23]1)[C:16]1[CH:21]=[CH:20][CH:19]=[CH:18][CH:17]=1. (5) Given the product [NH2:7][C:8]1[N:13]2[N:14]=[C:15]([C:17]3[O:18][CH:19]=[CH:20][CH:21]=3)[N:16]=[C:12]2[CH:11]=[C:10]([C:22]2[CH:27]=[CH:26][C:25]([CH:28]=[O:29])=[CH:24][CH:23]=2)[N:9]=1, predict the reactants needed to synthesize it. The reactants are: COC1C=C(C=CC=1OC)C[NH:7][C:8]1[N:13]2[N:14]=[C:15]([C:17]3[O:18][CH:19]=[CH:20][CH:21]=3)[N:16]=[C:12]2[CH:11]=[C:10]([C:22]2[CH:27]=[CH:26][C:25]([CH:28]=[O:29])=[CH:24][CH:23]=2)[N:9]=1.C(C1C(=O)C(Cl)=C(Cl)C(=O)C=1C#N)#N. (6) Given the product [CH:1]([N:4]1[CH:8]=[CH:7][C:6]([CH:9]=[O:10])=[N:5]1)([CH3:3])[CH3:2], predict the reactants needed to synthesize it. The reactants are: [CH:1]([N:4]1[CH:8]=[CH:7][C:6]([CH2:9][OH:10])=[N:5]1)([CH3:3])[CH3:2].CC(OI1(OC(C)=O)(OC(C)=O)OC(=O)C2C=CC=CC1=2)=O. (7) Given the product [Cl:3][C:4]1[CH:30]=[CH:29][CH:28]=[CH:27][C:5]=1[C:6]([N:8]([C@H:14]1[C:22]2[C:17](=[CH:18][CH:19]=[C:20]([C:23]([OH:25])=[O:24])[CH:21]=2)[CH2:16][CH2:15]1)[CH2:9][C:10]([F:12])([F:11])[F:13])=[O:7], predict the reactants needed to synthesize it. The reactants are: [Li+].[OH-].[Cl:3][C:4]1[CH:30]=[CH:29][CH:28]=[CH:27][C:5]=1[C:6]([N:8]([C@H:14]1[C:22]2[C:17](=[CH:18][CH:19]=[C:20]([C:23]([O:25]C)=[O:24])[CH:21]=2)[CH2:16][CH2:15]1)[CH2:9][C:10]([F:13])([F:12])[F:11])=[O:7].